Dataset: Peptide-MHC class I binding affinity with 185,985 pairs from IEDB/IMGT. Task: Regression. Given a peptide amino acid sequence and an MHC pseudo amino acid sequence, predict their binding affinity value. This is MHC class I binding data. (1) The peptide sequence is VLGKVTINNL. The MHC is HLA-A02:01 with pseudo-sequence HLA-A02:01. The binding affinity (normalized) is 0.309. (2) The peptide sequence is KLSHSDYEY. The MHC is HLA-A01:01 with pseudo-sequence HLA-A01:01. The binding affinity (normalized) is 0.274.